Dataset: CYP2C9 inhibition data for predicting drug metabolism from PubChem BioAssay. Task: Regression/Classification. Given a drug SMILES string, predict its absorption, distribution, metabolism, or excretion properties. Task type varies by dataset: regression for continuous measurements (e.g., permeability, clearance, half-life) or binary classification for categorical outcomes (e.g., BBB penetration, CYP inhibition). Dataset: cyp2c9_veith. (1) The drug is O=C(Nc1cccc2ncccc12)c1cccc(F)c1. The result is 0 (non-inhibitor). (2) The compound is CSC1=N/C(=C\c2ccc(C)cc2)C(=O)S1. The result is 1 (inhibitor). (3) The drug is COc1ccc2c3c1O[C@@H]1C[C@@H](O)C=C[C@@]31CCN(C)C2. The result is 0 (non-inhibitor). (4) The molecule is CCCCCn1c(SCc2ccncc2)nc2cc(C(=O)NCc3ccco3)ccc2c1=O. The result is 1 (inhibitor).